This data is from Full USPTO retrosynthesis dataset with 1.9M reactions from patents (1976-2016). The task is: Predict the reactants needed to synthesize the given product. (1) Given the product [CH3:1][C@H:2]1[CH2:3][CH2:4][C@H:5]([C:8]([N:10]([CH2:33][C:34]([N:36]2[CH2:41][CH2:40][O:39][CH2:38][CH2:37]2)=[O:35])[C:11]2[CH:15]=[C:14]([C:16]3[CH:17]=[CH:18][C:19]([O:22][C:23]4[CH:28]=[CH:27][CH:26]=[CH:25][CH:24]=4)=[CH:20][CH:21]=3)[S:13][C:12]=2[C:29]([OH:31])=[O:30])=[O:9])[CH2:6][CH2:7]1, predict the reactants needed to synthesize it. The reactants are: [CH3:1][C@H:2]1[CH2:7][CH2:6][C@H:5]([C:8]([N:10]([CH2:33][C:34]([N:36]2[CH2:41][CH2:40][O:39][CH2:38][CH2:37]2)=[O:35])[C:11]2[CH:15]=[C:14]([C:16]3[CH:21]=[CH:20][C:19]([O:22][C:23]4[CH:28]=[CH:27][CH:26]=[CH:25][CH:24]=4)=[CH:18][CH:17]=3)[S:13][C:12]=2[C:29]([O:31]C)=[O:30])=[O:9])[CH2:4][CH2:3]1.O[Li].O.Cl. (2) Given the product [Br:1][C:2]1[CH:10]=[CH:9][C:5]([CH2:6][CH:7]2[O:13][CH2:12][CH2:11][O:8]2)=[CH:4][CH:3]=1, predict the reactants needed to synthesize it. The reactants are: [Br:1][C:2]1[CH:10]=[CH:9][C:5]([CH2:6][CH2:7][OH:8])=[CH:4][CH:3]=1.[CH3:11][C:12](OI1(OC(C)=O)(OC(C)=O)OC(=O)C2C=CC=CC1=2)=[O:13].C(O)CO. (3) Given the product [CH3:1][C:2]1[CH:7]=[C:6]([C:8]2[NH:16][C:14](=[O:15])[C:13]3[C:12](=[CH:20][C:19]([F:21])=[CH:18][C:17]=3[F:22])[N:11]=2)[CH:5]=[C:4]([CH3:10])[N:3]=1, predict the reactants needed to synthesize it. The reactants are: [CH3:1][C:2]1[CH:7]=[C:6]([CH:8]=O)[CH:5]=[C:4]([CH3:10])[N:3]=1.[NH2:11][C:12]1[CH:20]=[C:19]([F:21])[CH:18]=[C:17]([F:22])[C:13]=1[C:14]([NH2:16])=[O:15].S([O-])(O)=O.[Na+].C1(C)C=CC(S(O)(=O)=O)=CC=1.